Dataset: Catalyst prediction with 721,799 reactions and 888 catalyst types from USPTO. Task: Predict which catalyst facilitates the given reaction. (1) Reactant: O=C(Cl)[O:3][C:4](Cl)(Cl)Cl.[C:9]([CH:13]1[CH2:18][CH2:17][CH:16]([NH2:19])[CH2:15][CH2:14]1)([CH3:12])([CH3:11])[CH3:10].C. Product: [N-:19]=[C:4]=[O:3].[C:9]([CH:13]1[CH2:18][CH2:17][CH2:16][CH2:15][CH2:14]1)([CH3:12])([CH3:11])[CH3:10]. The catalyst class is: 13. (2) Reactant: [Cl:1][C:2]1[NH:7][CH:6]([CH3:8])[N:5]=[C:4]2[N:9]([C:13]3[C:18]([CH3:19])=[CH:17][C:16]([CH3:20])=[CH:15][C:14]=3[CH3:21])[C:10]([CH3:12])=[CH:11][C:3]=12.[Cl-].[Al+3].[Cl-].[Cl-].[Cl:26][CH2:27][C:28](Cl)=[O:29]. Product: [Cl:1][C:2]1[NH:7][CH:6]([CH3:8])[N:5]=[C:4]2[N:9]([C:13]3[C:18]([CH3:19])=[CH:17][C:16]([CH3:20])=[CH:15][C:14]=3[CH3:21])[C:10]([CH3:12])=[C:11]([C:28](=[O:29])[CH2:27][Cl:26])[C:3]=12. The catalyst class is: 22. (3) Reactant: [CH:1]12[CH2:8][CH2:7][CH:4]([CH2:5][CH2:6]1)[CH2:3][CH:2]2[OH:9]. Product: [CH:1]12[CH2:8][CH2:7][CH:4]([CH2:5][CH2:6]1)[CH2:3][C:2]2=[O:9]. The catalyst class is: 68. (4) Reactant: [Li]C1C=CC=CC=1.O(CCCC)CCCC.CC(P(C(C)(C)C)C1[C:27]([C:28]2[CH:33]=[CH:32][CH:31]=[CH:30][CH:29]=2)=CC=CC=1)(C)C.C(O[N:47]([CH2:55][C:56]1[CH:61]=[CH:60][CH:59]=[CH:58][CH:57]=1)[CH2:48][C:49]1[CH:54]=[CH:53][CH:52]=[CH:51]C=1)(=O)C1C=CC=CC=1. Product: [CH2:55]([N:47]([CH2:27][C:28]1[CH:29]=[CH:30][CH:31]=[CH:32][CH:33]=1)[C:48]1[CH:49]=[CH:54][CH:53]=[CH:52][CH:51]=1)[C:56]1[CH:57]=[CH:58][CH:59]=[CH:60][CH:61]=1. The catalyst class is: 356. (5) Reactant: [CH2:1]([N:8]([CH3:27])[S:9]([C:12]1[CH:13]=[C:14]2[C:18](=[CH:19][CH:20]=1)[NH:17][C:16](=[O:21])[C:15]12[O:26][CH2:25][CH2:24][CH2:23][O:22]1)(=[O:11])=[O:10])[C:2]1[CH:7]=[CH:6][CH:5]=[CH:4][CH:3]=1.[OH-].[CH2:29]([N+:36](C)(C)C)[C:30]1C=CC=C[CH:31]=1.C(#N)C=C. Product: [CH2:1]([N:8]([CH3:27])[S:9]([C:12]1[CH:13]=[C:14]2[C:18](=[CH:19][CH:20]=1)[N:17]([CH2:31][CH2:30][C:29]#[N:36])[C:16](=[O:21])[C:15]12[O:26][CH2:25][CH2:24][CH2:23][O:22]1)(=[O:10])=[O:11])[C:2]1[CH:3]=[CH:4][CH:5]=[CH:6][CH:7]=1. The catalyst class is: 14. (6) Reactant: [Cl:1][CH2:2][C:3]([O:5][C@@H:6]1[C@@H:19]([O:20][C:21](=[O:26])[C:22]([CH3:25])([CH3:24])[CH3:23])[C@@H:18](O)[C@@H:17]([CH2:28][O:29][C:30](=[O:35])[C:31]([CH3:34])([CH3:33])[CH3:32])[O:16][C@H:7]1[O:8][CH2:9][C:10]1[CH:15]=[CH:14][CH:13]=[CH:12][CH:11]=1)=[O:4].CCN(S(F)(F)[F:42])CC. The catalyst class is: 4. Product: [Cl:1][CH2:2][C:3]([O:5][C@@H:6]1[C@@H:19]([O:20][C:21](=[O:26])[C:22]([CH3:25])([CH3:24])[CH3:23])[C@H:18]([F:42])[C@@H:17]([CH2:28][O:29][C:30](=[O:35])[C:31]([CH3:34])([CH3:33])[CH3:32])[O:16][C@H:7]1[O:8][CH2:9][C:10]1[CH:15]=[CH:14][CH:13]=[CH:12][CH:11]=1)=[O:4]. (7) Reactant: [F:1][C:2]1[CH:7]=[C:6]([C:8]2[CH:12]=[C:11]([CH2:13][NH:14][C:15]3[CH:19]=[CH:18][O:17][N:16]=3)[O:10][N:9]=2)[CH:5]=[CH:4][C:3]=1[N:20]1[CH:24]=[CH:23][C:22]([CH:25]=[O:26])=[CH:21]1.CO.ClCCl.[BH4-].[Na+]. Product: [F:1][C:2]1[CH:7]=[C:6]([C:8]2[CH:12]=[C:11]([CH2:13][NH:14][C:15]3[CH:19]=[CH:18][O:17][N:16]=3)[O:10][N:9]=2)[CH:5]=[CH:4][C:3]=1[N:20]1[CH:24]=[CH:23][C:22]([CH2:25][OH:26])=[CH:21]1. The catalyst class is: 4. (8) Reactant: [Li]CCCC.CCCCCC.[CH3:12][C:13]1([CH3:28])[C:24]2[C:16](=[CH:17][C:18]3[CH2:19][C:20]([CH3:25])=[CH:21][C:22]=3[CH:23]=2)[C:15]([CH3:27])([CH3:26])[CH2:14]1.[Si:29]([CH3:33])([CH3:32])(Cl)[Cl:30]. Product: [Cl:30][Si:29]([CH:21]1[C:20]([CH3:25])=[CH:19][C:18]2[CH:17]=[C:16]3[C:24]([C:13]([CH3:28])([CH3:12])[CH2:14][C:15]3([CH3:27])[CH3:26])=[CH:23][C:22]1=2)([CH3:33])[CH3:32]. The catalyst class is: 28. (9) Reactant: [OH:1][C:2]1[CH:3]=[C:4]2[C:9](=[CH:10][CH:11]=1)[N:8]=[C:7]([CH2:12][CH:13]([CH3:15])[CH3:14])[C:6]([CH2:16][NH:17][C:18](=[O:24])[O:19][C:20]([CH3:23])([CH3:22])[CH3:21])=[C:5]2[C:25]1[CH:30]=[CH:29][C:28]([CH3:31])=[CH:27][CH:26]=1.[C:32](=O)([O-])[O-].[K+].[K+].ClC[C:40]1[O:44][C:43]([C:45]([O:47][CH2:48][CH3:49])=[O:46])=[CH:42][CH:41]=1.O. Product: [C:20]([O:19][C:18]([NH:17][CH2:16][C:6]1[C:7]([CH2:12][CH:13]([CH3:15])[CH3:14])=[N:8][C:9]2[C:4]([C:5]=1[C:25]1[CH:26]=[CH:27][C:28]([CH3:31])=[CH:29][CH:30]=1)=[CH:3][C:2]([O:1][CH2:32][C:41]1[CH:42]=[C:43]([C:45]([O:47][CH2:48][CH3:49])=[O:46])[O:44][CH:40]=1)=[CH:11][CH:10]=2)=[O:24])([CH3:23])([CH3:21])[CH3:22]. The catalyst class is: 9.